Dataset: Forward reaction prediction with 1.9M reactions from USPTO patents (1976-2016). Task: Predict the product of the given reaction. Given the reactants [S:1]1[CH:5]=[CH:4][CH:3]=[C:2]1[S:6]([NH:9][C:10]1[CH:11]=[C:12]([O:28][C:29]([F:32])([F:31])[F:30])[CH:13]=[C:14]2[C:18]=1[NH:17][C:16]([C:19]1[S:20][CH:21]([CH2:24][C:25]([OH:27])=O)[CH2:22][N:23]=1)=[CH:15]2)(=[O:8])=[O:7].Cl.C[N:35](C)CCCN=C=NCC.CN(C)C=O, predict the reaction product. The product is: [S:1]1[CH:5]=[CH:4][CH:3]=[C:2]1[S:6]([NH:9][C:10]1[CH:11]=[C:12]([O:28][C:29]([F:32])([F:31])[F:30])[CH:13]=[C:14]2[C:18]=1[NH:17][C:16]([C:19]1[S:20][CH:21]([CH2:24][C:25]([NH2:35])=[O:27])[CH2:22][N:23]=1)=[CH:15]2)(=[O:7])=[O:8].